Dataset: Full USPTO retrosynthesis dataset with 1.9M reactions from patents (1976-2016). Task: Predict the reactants needed to synthesize the given product. (1) Given the product [Si:1]([O:18][CH2:19][C:20]1[C:25]([N:26]2[CH2:31][C@H:30]([CH3:32])[O:29][C@H:28]([CH3:33])[CH2:27]2)=[C:24]([F:34])[C:23]([F:35])=[C:22]([C:39]([C:41]2[N:42]=[N:43][CH:44]=[CH:45][CH:46]=2)=[O:40])[CH:21]=1)([C:14]([CH3:16])([CH3:17])[CH3:15])([C:2]1[CH:7]=[CH:6][CH:5]=[CH:4][CH:3]=1)[C:8]1[CH:13]=[CH:12][CH:11]=[CH:10][CH:9]=1, predict the reactants needed to synthesize it. The reactants are: [Si:1]([O:18][CH2:19][C:20]1[C:25]([N:26]2[CH2:31][C@H:30]([CH3:32])[O:29][C@H:28]([CH3:33])[CH2:27]2)=[C:24]([F:34])[C:23]([F:35])=[CH:22][CH:21]=1)([C:14]([CH3:17])([CH3:16])[CH3:15])([C:8]1[CH:13]=[CH:12][CH:11]=[CH:10][CH:9]=1)[C:2]1[CH:7]=[CH:6][CH:5]=[CH:4][CH:3]=1.CON(C)[C:39]([C:41]1[N:42]=[N:43][CH:44]=[CH:45][CH:46]=1)=[O:40]. (2) Given the product [F:23][C:2]([F:22])([F:1])[C:3]1[CH:4]=[CH:5][C:6]2[N:10]=[C:9]([C:11]3[C:16]4[O:17][CH2:18][CH2:19][N:20]([C:25]5[C:30]([C:31]([F:34])([F:33])[F:32])=[CH:29][CH:28]=[CH:27][N:26]=5)[C:15]=4[CH:14]=[CH:13][CH:12]=3)[NH:8][C:7]=2[CH:21]=1, predict the reactants needed to synthesize it. The reactants are: [F:1][C:2]([F:23])([F:22])[C:3]1[CH:4]=[CH:5][C:6]2[N:10]=[C:9]([C:11]3[C:16]4[O:17][CH2:18][CH2:19][NH:20][C:15]=4[CH:14]=[CH:13][CH:12]=3)[NH:8][C:7]=2[CH:21]=1.Cl[C:25]1[C:30]([C:31]([F:34])([F:33])[F:32])=[CH:29][CH:28]=[CH:27][N:26]=1.C1(N)C=CC=CC=1.ClC1C(Cl)=CC=CN=1. (3) Given the product [CH3:8][N:9]([CH3:14])[S:10]([N:1]1[CH:5]=[CH:4][CH:3]=[N:2]1)(=[O:12])=[O:11], predict the reactants needed to synthesize it. The reactants are: [NH:1]1[CH:5]=[CH:4][CH:3]=[N:2]1.[H-].[Na+].[CH3:8][N:9]([CH3:14])[S:10](Cl)(=[O:12])=[O:11]. (4) The reactants are: I[C:2]1[S:6][C:5]([C:7]2[CH:8]=[C:9]3[C:13](=[CH:14][CH:15]=2)[C:12](=[O:16])[N:11]([CH3:17])[CH2:10]3)=[CH:4][CH:3]=1.CC1(C)C(C)(C)OB([C:26]2[CH:27]=[CH:28][C:29]([NH2:32])=[N:30][CH:31]=2)O1. Given the product [NH2:32][C:29]1[N:30]=[CH:31][C:26]([C:2]2[S:6][C:5]([C:7]3[CH:8]=[C:9]4[C:13](=[CH:14][CH:15]=3)[C:12](=[O:16])[N:11]([CH3:17])[CH2:10]4)=[CH:4][CH:3]=2)=[CH:27][CH:28]=1, predict the reactants needed to synthesize it. (5) Given the product [CH3:38][C:33]1([CH3:39])[C:34]([CH3:37])([CH3:36])[O:35][B:31]([C:2]2[CH:30]=[CH:29][C:5]3[N:6]([C:10]([C:23]4[CH:28]=[CH:27][CH:26]=[CH:25][CH:24]=4)([C:17]4[CH:22]=[CH:21][CH:20]=[CH:19][CH:18]=4)[C:11]4[CH:16]=[CH:15][CH:14]=[CH:13][CH:12]=4)[C:7](=[O:9])[O:8][C:4]=3[CH:3]=2)[O:32]1, predict the reactants needed to synthesize it. The reactants are: Br[C:2]1[CH:30]=[CH:29][C:5]2[N:6]([C:10]([C:23]3[CH:28]=[CH:27][CH:26]=[CH:25][CH:24]=3)([C:17]3[CH:22]=[CH:21][CH:20]=[CH:19][CH:18]=3)[C:11]3[CH:16]=[CH:15][CH:14]=[CH:13][CH:12]=3)[C:7](=[O:9])[O:8][C:4]=2[CH:3]=1.[B:31]1([B:31]2[O:35][C:34]([CH3:37])([CH3:36])[C:33]([CH3:39])([CH3:38])[O:32]2)[O:35][C:34]([CH3:37])([CH3:36])[C:33]([CH3:39])([CH3:38])[O:32]1.C([O-])(=O)C.[K+].C(Cl)Cl. (6) The reactants are: [CH:1]([Mg]Br)=[CH2:2].CON(C)[C:8](=[O:21])[C@H:9]([NH:13][C:14](=[O:20])[O:15][C:16]([CH3:19])([CH3:18])[CH3:17])[CH:10]([CH3:12])[CH3:11].C(OC(=O)C)(=O)C.CO. Given the product [CH3:12][CH:10]([C@@H:9]([NH:13][C:14](=[O:20])[O:15][C:16]([CH3:17])([CH3:18])[CH3:19])[C:8](=[O:21])[CH:1]=[CH2:2])[CH3:11], predict the reactants needed to synthesize it.